This data is from Reaction yield outcomes from USPTO patents with 853,638 reactions. The task is: Predict the reaction yield, written as a fraction of the theoretical maximum amount of product (1.0 means a 100% yield; for example, 0.34 means a 34% yield). (1) The reactants are [Br:1][C:2]1[CH:3]=[CH:4][C:5]2[O:11][CH2:10][CH2:9][N:8]([C:12](OC(C)(C)C)=O)[CH2:7][C:6]=2[CH:19]=1.C(O)(C(F)(F)F)=O.C=O.[BH-](OC(C)=O)(OC(C)=O)OC(C)=O.[Na+]. The catalyst is CCOC(C)=O.C1COCC1.C(Cl)Cl. The product is [Br:1][C:2]1[CH:3]=[CH:4][C:5]2[O:11][CH2:10][CH2:9][N:8]([CH3:12])[CH2:7][C:6]=2[CH:19]=1. The yield is 0.580. (2) The reactants are [CH2:1]([O:8][C:9]([N:11]1[CH:15]([C:16]([OH:18])=O)[CH2:14][O:13][CH2:12]1)=[O:10])[C:2]1[CH:7]=[CH:6][CH:5]=[CH:4][CH:3]=1.O[N:20]1[C:24]2[CH:25]=[CH:26][CH:27]=[CH:28][C:23]=2N=N1.Cl.CN(C)[CH2:32][CH2:33][CH2:34]N=C=NCC.[CH:41](N(C(C)C)CC)(C)C. The catalyst is CN(C)C=O.C(OCC)(=O)C. The product is [CH2:1]([O:8][C:9]([N:11]1[CH:15]([C:16](=[O:18])[NH:20][CH:24]2[C:23]3[C:28](=[CH:41][CH:34]=[CH:33][CH:32]=3)[CH2:27][CH2:26][CH2:25]2)[CH2:14][O:13][CH2:12]1)=[O:10])[C:2]1[CH:3]=[CH:4][CH:5]=[CH:6][CH:7]=1. The yield is 0.970. (3) The reactants are [C:1]([OH:11])(=[O:10])[C@@H:2]([C:4]1[CH:9]=[CH:8][CH:7]=[CH:6][CH:5]=1)[OH:3].CCCCC.[CH3:17][C:18]([CH:21]=O)([CH3:20])[CH3:19].C([O-])(O)=O.[Na+]. The catalyst is FC(F)(F)S(O)(=O)=O. The product is [C:18]([C@H:21]1[O:10][C:1](=[O:11])[C@@H:2]([C:4]2[CH:9]=[CH:8][CH:7]=[CH:6][CH:5]=2)[O:3]1)([CH3:20])([CH3:19])[CH3:17]. The yield is 0.880. (4) The reactants are [NH2:1][C:2]1[CH:3]=[CH:4][C:5]2[O:10][C@:9]([CH:12]([O:15][CH3:16])[O:13][CH3:14])([CH3:11])[C@H:8]([OH:17])[C@@H:7]([N:18]3[C:22]4[CH:23]=[CH:24][CH:25]=[CH:26][C:21]=4[O:20][C:19]3=[S:27])[C:6]=2[CH:28]=1.C(N([CH2:34][CH3:35])CC)C.[C:36]([O-:39])(O)=O.[Na+]. The catalyst is [Cl-]. The product is [C:36]([NH:1][C:2]1[CH:3]=[CH:4][C:5]2[O:10][C@:9]([CH:12]([O:15][CH3:16])[O:13][CH3:14])([CH3:11])[C@H:8]([OH:17])[C@@H:7]([N:18]3[C:22]4[CH:23]=[CH:24][CH:25]=[CH:26][C:21]=4[O:20][C:19]3=[S:27])[C:6]=2[CH:28]=1)(=[O:39])[C:35]1[CH:34]=[CH:6][CH:28]=[CH:2][CH:3]=1. The yield is 0.920.